Predict the reactants needed to synthesize the given product. From a dataset of Full USPTO retrosynthesis dataset with 1.9M reactions from patents (1976-2016). (1) The reactants are: [N:1]1[CH:6]=[CH:5][CH:4]=[C:3]([NH2:7])[CH:2]=1.[Br:8][C:9]1[CH:10]=[CH:11][C:12]([O:18][CH2:19][C:20]2[CH:25]=[CH:24][C:23]([Cl:26])=[CH:22][CH:21]=2)=[C:13]([CH:17]=1)[C:14](O)=[O:15].Cl.CN(C)CCCN=C=NCC.ON1C2C=CC=CC=2N=N1. Given the product [Br:8][C:9]1[CH:10]=[CH:11][C:12]([O:18][CH2:19][C:20]2[CH:25]=[CH:24][C:23]([Cl:26])=[CH:22][CH:21]=2)=[C:13]([CH:17]=1)[C:14]([NH:7][C:3]1[CH:2]=[N:1][CH:6]=[CH:5][CH:4]=1)=[O:15], predict the reactants needed to synthesize it. (2) Given the product [Cl:31][C:25]1[CH:26]=[CH:27][CH:28]=[C:29]([Cl:30])[C:24]=1[C:23]([NH:22][CH:4]([CH2:5]/[CH:6]=[CH:7]/[C:8]1[CH:9]=[CH:10][C:11]([N:14]([CH3:21])[C:15]2[N:16]=[CH:17][CH:18]=[CH:19][N:20]=2)=[CH:12][CH:13]=1)[C:3]([OH:33])=[O:2])=[O:32], predict the reactants needed to synthesize it. The reactants are: C[O:2][C:3](=[O:33])[CH:4]([NH:22][C:23](=[O:32])[C:24]1[C:29]([Cl:30])=[CH:28][CH:27]=[CH:26][C:25]=1[Cl:31])[CH2:5]/[CH:6]=[CH:7]/[C:8]1[CH:13]=[CH:12][C:11]([N:14]([CH3:21])[C:15]2[N:20]=[CH:19][CH:18]=[CH:17][N:16]=2)=[CH:10][CH:9]=1.O. (3) The reactants are: Cl[CH2:2][CH2:3][C:4]([O:6][CH2:7][CH3:8])=[O:5].C(=O)([O-])[O-].[K+].[K+].[Cl:15][C:16]1[CH:21]=[CH:20][C:19]([C:22]2[N:23]([CH:28]3[CH2:30][CH2:29]3)[C:24](=[O:27])[NH:25][N:26]=2)=[CH:18][CH:17]=1.C(=O)([O-])[O-].[Cs+].[Cs+].[I-].[K+]. Given the product [Cl:15][C:16]1[CH:17]=[CH:18][C:19]([C:22]2[N:23]([CH:28]3[CH2:29][CH2:30]3)[C:24](=[O:27])[N:25]([CH2:2][CH2:3][C:4]([O:6][CH2:7][CH3:8])=[O:5])[N:26]=2)=[CH:20][CH:21]=1, predict the reactants needed to synthesize it. (4) Given the product [CH3:2][CH2:1][N:3]([CH2:4][CH2:5][NH:6][C:7]([C:9]1[C:13]([CH3:14])=[C:12](/[CH:15]=[C:24]2/[C:23]3[CH:22]=[C:21]([F:20])[CH:29]=[CH:28][C:27]=3[NH:26][C:25]/2=[O:30])[NH:11][C:10]=1[CH3:17])=[O:8])[CH2:18][CH3:19].[C:31]([O-:40])(=[O:39])[C@H:32]([C@@H:34]([C:36]([O-:38])=[O:37])[OH:35])[OH:33], predict the reactants needed to synthesize it. The reactants are: [CH2:1]([N:3]([CH2:18][CH3:19])[CH2:4][CH2:5][NH:6][C:7]([C:9]1[C:13]([CH3:14])=[C:12]([CH:15]=O)[NH:11][C:10]=1[CH3:17])=[O:8])[CH3:2].[F:20][C:21]1[CH:22]=[C:23]2[C:27](=[CH:28][CH:29]=1)[NH:26][C:25](=[O:30])[CH2:24]2.[C:31]([OH:40])(=[O:39])[C@H:32]([C@@H:34]([C:36]([OH:38])=[O:37])[OH:35])[OH:33].